This data is from Reaction yield outcomes from USPTO patents with 853,638 reactions. The task is: Predict the reaction yield, written as a fraction of the theoretical maximum amount of product (1.0 means a 100% yield; for example, 0.34 means a 34% yield). (1) The reactants are [Cl:1][C:2]1(C2C=CC=C(C(=O)NC)C=2)[CH:7]=[CH:6][C:5]([N:8]([C:12]2[CH:17]=[CH:16][CH:15]=[CH:14][C:13]=2[C:18]([F:21])([F:20])[F:19])[C:9](=[O:11])[NH2:10])=[C:4](NC(O)=O)[CH2:3]1.[CH3:36][NH:37][C:38]([C:40]1[CH:41]=[C:42]([CH:44]=[CH:45][CH:46]=1)[NH2:43])=[O:39].C1C=CC2N(O)N=NC=2C=1.O.CN1CC[O:62][CH2:61]C1.CCN=C=NCCCN(C)C.Cl. The catalyst is CN(C=O)C.O. The product is [Cl:1][C:2]1([C:61](=[O:62])[NH:43][C:42]2[CH:44]=[CH:45][CH:46]=[C:40]([C:38](=[O:39])[NH:37][CH3:36])[CH:41]=2)[CH:7]=[CH:6][C:5]([N:8]([C:12]2[CH:17]=[CH:16][CH:15]=[CH:14][C:13]=2[C:18]([F:19])([F:21])[F:20])[C:9](=[O:11])[NH2:10])=[CH:4][CH2:3]1. The yield is 0.410. (2) The reactants are [CH2:1]([N:8]1[C:17]2[C:12](=[CH:13][C:14]([Cl:18])=[CH:15][CH:16]=2)[C:11](Cl)=[C:10]([C:20]#[N:21])[C:9]1=[O:22])[C:2]1[CH:7]=[CH:6][CH:5]=[CH:4][CH:3]=1.[NH:23]1[CH2:28][CH2:27][NH:26][CH2:25][CH2:24]1. The catalyst is ClCCl. The product is [CH2:1]([N:8]1[C:17]2[C:12](=[CH:13][C:14]([Cl:18])=[CH:15][CH:16]=2)[C:11]([N:23]2[CH2:28][CH2:27][NH:26][CH2:25][CH2:24]2)=[C:10]([C:20]#[N:21])[C:9]1=[O:22])[C:2]1[CH:7]=[CH:6][CH:5]=[CH:4][CH:3]=1. The yield is 0.980. (3) The reactants are [O:1]1[CH2:6][CH2:5][CH2:4][NH:3][C:2]1=[O:7].[H-].[Na+].Br[CH2:11][C:12]([O:14][CH3:15])=[O:13]. The catalyst is CN(C=O)C. The product is [CH3:15][O:14][C:12](=[O:13])[CH2:11][N:3]1[CH2:4][CH2:5][CH2:6][O:1][C:2]1=[O:7]. The yield is 0.200. (4) The reactants are [C:1]([C:4]1[CH:5]=[C:6]([CH:11]=[CH:12][C:13]=1[OH:14])[C:7]([O:9][CH3:10])=[O:8])(=[O:3])[NH2:2].[C:15]([N:22]1[CH2:27][CH2:26][C:25](=O)[CH2:24][CH2:23]1)([O:17][C:18]([CH3:21])([CH3:20])[CH3:19])=[O:16].N1CCOCC1.C(O)(C(F)(F)F)=O. The catalyst is CO.ClCCl. The product is [C:18]([O:17][C:15]([N:22]1[CH2:27][CH2:26][C:25]2([NH:2][C:1](=[O:3])[C:4]3[CH:5]=[C:6]([C:7]([O:9][CH3:10])=[O:8])[CH:11]=[CH:12][C:13]=3[O:14]2)[CH2:24][CH2:23]1)=[O:16])([CH3:21])([CH3:19])[CH3:20]. The yield is 0.390. (5) The reactants are [Cl:1][C:2]1[CH:7]=[CH:6][CH:5]=[CH:4][C:3]=1[CH2:8][C:9]([OH:11])=O.[CH3:12][C:13]1(C)[O:18]C(=O)[CH2:16][C:15](=O)[O:14]1. No catalyst specified. The product is [Cl:1][C:2]1[CH:7]=[CH:6][CH:5]=[CH:4][C:3]=1[CH2:8][C:9](=[O:11])[CH2:12][C:13]([O:14][CH2:15][CH3:16])=[O:18]. The yield is 0.430. (6) The reactants are [CH3:1][C:2]1[CH:7]=[C:6]([N+:8]([O-:10])=[O:9])[CH:5]=[CH:4][C:3]=1[OH:11].[Si:12](Cl)([C:15]([CH3:18])([CH3:17])[CH3:16])([CH3:14])[CH3:13]. The catalyst is CN(C=O)C. The product is [C:15]([Si:12]([CH3:14])([CH3:13])[O:11][C:3]1[CH:4]=[CH:5][C:6]([N+:8]([O-:10])=[O:9])=[CH:7][C:2]=1[CH3:1])([CH3:18])([CH3:17])[CH3:16]. The yield is 0.750. (7) The reactants are [OH:1][C:2]1[CH:7]=[C:6]([O:8][CH2:9][CH2:10][O:11][CH3:12])[CH:5]=[CH:4][C:3]=1/[CH:13]=[CH:14]/[C:15]([O:17][CH2:18][CH3:19])=[O:16].Cl[C:21]1[N:22]=[N:23][C:24]([C:27]([F:30])([F:29])[F:28])=[CH:25][CH:26]=1.C(=O)([O-])[O-].[K+].[K+].O. The catalyst is CN(C)C=O. The product is [CH3:12][O:11][CH2:10][CH2:9][O:8][C:6]1[CH:5]=[CH:4][C:3](/[CH:13]=[CH:14]/[C:15]([O:17][CH2:18][CH3:19])=[O:16])=[C:2]([O:1][C:21]2[N:22]=[N:23][C:24]([C:27]([F:30])([F:29])[F:28])=[CH:25][CH:26]=2)[CH:7]=1. The yield is 0.900.